From a dataset of Full USPTO retrosynthesis dataset with 1.9M reactions from patents (1976-2016). Predict the reactants needed to synthesize the given product. Given the product [Br:28][C:26]1[CH:27]=[C:22]([NH:1][C@@H:2]2[CH2:7][CH2:6][CH2:5][N:4]([C:8]([O:10][C:11]([CH3:14])([CH3:13])[CH3:12])=[O:9])[CH2:3]2)[C:23]([O:29][CH3:30])=[N:24][CH:25]=1, predict the reactants needed to synthesize it. The reactants are: [NH2:1][C@@H:2]1[CH2:7][CH2:6][CH2:5][N:4]([C:8]([O:10][C:11]([CH3:14])([CH3:13])[CH3:12])=[O:9])[CH2:3]1.C(=O)([O-])[O-].[Cs+].[Cs+].Br[C:22]1[C:23]([O:29][CH3:30])=[N:24][CH:25]=[C:26]([Br:28])[CH:27]=1.CC(C1C=C(C(C)C)C(C2C=CC=CC=2P(C2CCCCC2)C2CCCCC2)=C(C(C)C)C=1)C.